From a dataset of Forward reaction prediction with 1.9M reactions from USPTO patents (1976-2016). Predict the product of the given reaction. Given the reactants Br[C:2]1[C:3]([CH3:19])=[C:4]([CH3:18])[C:5]2[O:9][C:8]([CH2:11][O:12][CH2:13][O:14][CH3:15])([CH3:10])[CH2:7][C:6]=2[C:16]=1[CH3:17].[CH3:20][O:21][C:22]1[CH:27]=[CH:26][C:25]([N:28]2[CH2:33][CH2:32][NH:31][CH2:30][CH2:29]2)=[CH:24][CH:23]=1, predict the reaction product. The product is: [CH3:15][O:14][CH2:13][O:12][CH2:11][C:8]1([CH3:10])[CH2:7][C:6]2[C:16]([CH3:17])=[C:2]([N:31]3[CH2:30][CH2:29][N:28]([C:25]4[CH:24]=[CH:23][C:22]([O:21][CH3:20])=[CH:27][CH:26]=4)[CH2:33][CH2:32]3)[C:3]([CH3:19])=[C:4]([CH3:18])[C:5]=2[O:9]1.